Dataset: Forward reaction prediction with 1.9M reactions from USPTO patents (1976-2016). Task: Predict the product of the given reaction. Given the reactants [F:1][C:2]1[CH:3]=[C:4]([S:8]([C:11]2[CH:12]=[C:13]3[C:17](=[CH:18][CH:19]=2)[N:16]([CH:20]2[CH2:25][CH2:24][N:23]([C:26]([O:28][C:29]([CH3:32])([CH3:31])[CH3:30])=[O:27])[CH2:22][CH2:21]2)[CH2:15][CH2:14]3)(=[O:10])=[O:9])[CH:5]=[CH:6][CH:7]=1.ClC1C(=O)C(C#N)=C(C#N)C(=O)C=1Cl, predict the reaction product. The product is: [F:1][C:2]1[CH:3]=[C:4]([S:8]([C:11]2[CH:12]=[C:13]3[C:17](=[CH:18][CH:19]=2)[N:16]([CH:20]2[CH2:25][CH2:24][N:23]([C:26]([O:28][C:29]([CH3:32])([CH3:31])[CH3:30])=[O:27])[CH2:22][CH2:21]2)[CH:15]=[CH:14]3)(=[O:10])=[O:9])[CH:5]=[CH:6][CH:7]=1.